Dataset: Merck oncology drug combination screen with 23,052 pairs across 39 cell lines. Task: Regression. Given two drug SMILES strings and cell line genomic features, predict the synergy score measuring deviation from expected non-interaction effect. (1) Drug 1: Cc1nc(Nc2ncc(C(=O)Nc3c(C)cccc3Cl)s2)cc(N2CCN(CCO)CC2)n1. Drug 2: COC1CC2CCC(C)C(O)(O2)C(=O)C(=O)N2CCCCC2C(=O)OC(C(C)CC2CCC(OP(C)(C)=O)C(OC)C2)CC(=O)C(C)C=C(C)C(O)C(OC)C(=O)C(C)CC(C)C=CC=CC=C1C. Cell line: ZR751. Synergy scores: synergy=16.8. (2) Drug 1: O=c1[nH]cc(F)c(=O)[nH]1. Drug 2: O=C(CCCCCCC(=O)Nc1ccccc1)NO. Cell line: VCAP. Synergy scores: synergy=23.0. (3) Drug 1: CN1C(=O)C=CC2(C)C3CCC4(C)C(NC(=O)OCC(F)(F)F)CCC4C3CCC12. Drug 2: CC(=O)OC1C(=O)C2(C)C(O)CC3OCC3(OC(C)=O)C2C(OC(=O)c2ccccc2)C2(O)CC(OC(=O)C(O)C(NC(=O)c3ccccc3)c3ccccc3)C(C)=C1C2(C)C. Cell line: RKO. Synergy scores: synergy=11.2. (4) Synergy scores: synergy=12.6. Drug 2: Cn1cc(-c2cnn3c(N)c(Br)c(C4CCCNC4)nc23)cn1. Cell line: EFM192B. Drug 1: CN1C(=O)C=CC2(C)C3CCC4(C)C(NC(=O)OCC(F)(F)F)CCC4C3CCC12. (5) Synergy scores: synergy=8.41. Drug 2: NC(=O)c1cccc2cn(-c3ccc(C4CCCNC4)cc3)nc12. Drug 1: O=P1(N(CCCl)CCCl)NCCCO1. Cell line: HCT116. (6) Cell line: SKMEL30. Drug 2: Cn1c(=O)n(-c2ccc(C(C)(C)C#N)cc2)c2c3cc(-c4cnc5ccccc5c4)ccc3ncc21. Synergy scores: synergy=25.7. Drug 1: O=S1(=O)NC2(CN1CC(F)(F)F)C1CCC2Cc2cc(C=CCN3CCC(C(F)(F)F)CC3)ccc2C1. (7) Drug 1: CC(=O)OC1C(=O)C2(C)C(O)CC3OCC3(OC(C)=O)C2C(OC(=O)c2ccccc2)C2(O)CC(OC(=O)C(O)C(NC(=O)c3ccccc3)c3ccccc3)C(C)=C1C2(C)C. Drug 2: O=C(O)C1(Cc2cccc(Nc3nccs3)n2)CCC(Oc2cccc(Cl)c2F)CC1. Cell line: A427. Synergy scores: synergy=22.8. (8) Drug 1: Nc1ccn(C2OC(CO)C(O)C2(F)F)c(=O)n1. Drug 2: CNC(=O)c1cc(Oc2ccc(NC(=O)Nc3ccc(Cl)c(C(F)(F)F)c3)cc2)ccn1. Cell line: COLO320DM. Synergy scores: synergy=-1.86. (9) Drug 1: CC1(c2nc3c(C(N)=O)cccc3[nH]2)CCCN1. Drug 2: CCc1c2c(nc3ccc(O)cc13)-c1cc3c(c(=O)n1C2)COC(=O)C3(O)CC. Cell line: OVCAR3. Synergy scores: synergy=33.0.